Dataset: Forward reaction prediction with 1.9M reactions from USPTO patents (1976-2016). Task: Predict the product of the given reaction. (1) The product is: [Cl:17][C:14]1[CH:15]=[CH:16][C:4]2[C:3]3[C:8](=[N:9][CH:10]=[CH:11][C:2]=3[NH:18][C:19]3[CH:24]=[CH:23][C:22]([NH:25][C:26](=[O:33])[C:27]4[CH:32]=[CH:31][CH:30]=[CH:29][CH:28]=4)=[CH:21][CH:20]=3)[NH:7][C:6](=[O:12])[C:5]=2[CH:13]=1. Given the reactants Cl[C:2]1[CH:11]=[CH:10][N:9]=[C:8]2[C:3]=1[C:4]1[CH:16]=[CH:15][C:14]([Cl:17])=[CH:13][C:5]=1[C:6](=[O:12])[NH:7]2.[NH2:18][C:19]1[CH:24]=[CH:23][C:22]([NH:25][C:26](=[O:33])[C:27]2[CH:32]=[CH:31][CH:30]=[CH:29][CH:28]=2)=[CH:21][CH:20]=1, predict the reaction product. (2) Given the reactants [NH:1]([C:3]1[N:8]=[CH:7][C:6]([S:9]([N:12]([CH3:14])[CH3:13])(=[O:11])=[O:10])=[CH:5][CH:4]=1)[NH2:2].O=[C:16]([CH3:29])[CH:17]([CH2:22][C:23]1[CH:24]=[N:25][CH:26]=[CH:27][CH:28]=1)[C:18](OC)=[O:19], predict the reaction product. The product is: [CH3:13][N:12]([CH3:14])[S:9]([C:6]1[CH:7]=[N:8][C:3]([N:1]2[C:18](=[O:19])[C:17]([CH2:22][C:23]3[CH:24]=[N:25][CH:26]=[CH:27][CH:28]=3)=[C:16]([CH3:29])[NH:2]2)=[CH:4][CH:5]=1)(=[O:10])=[O:11]. (3) Given the reactants C([O:3][C:4]([C:6]1[N:7]=[N:8][C:9]([NH:12][CH2:13][C:14]2[C:15]([C:20]3[CH:25]=[CH:24][CH:23]=[C:22]([F:26])[CH:21]=3)=[N:16][O:17][C:18]=2[CH3:19])=[CH:10][CH:11]=1)=O)C.COC(C1N=NC(NCC2C(C3C=CC=CC=3)=NOC=2C)=CC=1)=O.[CH:51]1([NH2:54])[CH2:53][CH2:52]1, predict the reaction product. The product is: [CH:51]1([NH:54][C:4]([C:6]2[N:7]=[N:8][C:9]([NH:12][CH2:13][C:14]3[C:15]([C:20]4[CH:25]=[CH:24][CH:23]=[C:22]([F:26])[CH:21]=4)=[N:16][O:17][C:18]=3[CH3:19])=[CH:10][CH:11]=2)=[O:3])[CH2:53][CH2:52]1. (4) Given the reactants C1([O:6][C:7](=O)[C:8]2[C:13]([O:14][CH:15]3[CH2:19][CH2:18][CH2:17][CH2:16]3)=[CH:12][C:11]([Cl:20])=[N:10][C:9]=2[CH3:21])CCCC1.[H-].[Al+3].[Li+].[H-].[H-].[H-].C([O-])(=O)C(C(C([O-])=O)O)O.[K+].[Na+], predict the reaction product. The product is: [Cl:20][C:11]1[N:10]=[C:9]([CH3:21])[C:8]([CH2:7][OH:6])=[C:13]([O:14][CH:15]2[CH2:19][CH2:18][CH2:17][CH2:16]2)[CH:12]=1. (5) Given the reactants [N+:1]([C:4]1[CH:9]=[CH:8][C:7]([N:10]2[CH2:15][CH2:14][CH2:13][CH2:12][CH2:11]2)=[CH:6][C:5]=1B1OC(C)(C)C(C)(C)O1)([O-:3])=[O:2].Cl[C:26]1[CH:31]=[C:30]([F:32])[CH:29]=[CH:28][N:27]=1.[O-]P([O-])([O-])=O.[K+].[K+].[K+].C1(P(C2CCCCC2)C2C=CC=CC=2C2C(OC)=CC=CC=2OC)CCCCC1, predict the reaction product. The product is: [F:32][C:30]1[CH:29]=[CH:28][N:27]=[C:26]([C:5]2[CH:6]=[C:7]([N:10]3[CH2:11][CH2:12][CH2:13][CH2:14][CH2:15]3)[CH:8]=[CH:9][C:4]=2[N+:1]([O-:3])=[O:2])[CH:31]=1.